Binary Classification. Given a miRNA mature sequence and a target amino acid sequence, predict their likelihood of interaction. From a dataset of Experimentally validated miRNA-target interactions with 360,000+ pairs, plus equal number of negative samples. (1) The miRNA is hsa-miR-1288-3p with sequence UGGACUGCCCUGAUCUGGAGA. The protein sequence of the target gene is MSDFDSNPFADPDLNNPFKDPSVTQVTRNVPPGLDEYNPFSDSRTPPPGSVKMPNVPNTQPAIMKPTEEHPAYTQITKEHALAQAELLKRQEELERKAAELDRREREMQNLSQHGRKNNWPPLPSNFPVGPCFYQDFSVDIPVEFQKTVKLMYYLWMFHAVTLFLNIFGCLAWFCVDSSRAVDFGLSILWFLLFTPCSFVCWYRPLYGAFRSDSSFRFFVFFFVYICQFAVHVLQAAGFHNWGNCGWISSLTGLNKNIPVGIMMIIIAALFTASAVISLVMFKKVHGLYRTTGASFEKAQ.... Result: 0 (no interaction). (2) The miRNA is mmu-miR-136-5p with sequence ACUCCAUUUGUUUUGAUGAUGG. The protein sequence of the target gene is METLQMKEAALVYLDRSGGLQKFIDDCKSYNDSKQSYAVYRFSILIDPCDVVELDADLGNHILHHPLKAARVFQSVCFVAVKTLSLIGQLQTETQINIVLKLTHLPALPSYTLDLCEFPLNYASQRFYMMQGIVIAMTTITKYTQGARFLCSDGVCPLSKGFQYVRVHVPGATESATVRNDFLCSLCSSSLQEDRKFRVLGDKQIVEIITTKMFHAFQGDSKNQPFRFQSLGIFLRDELVNKMKIGNEYKIIGIPVCVKTSQTALCVEANNITPHTAKVPLGISDNFRRLLSLTSSSCWK.... Result: 1 (interaction). (3) The miRNA is mmu-miR-804 with sequence UGUGAGUUGUUCCUCACCUGGA. The protein sequence of the target gene is MLRAQRPRLARLRACLSRGLHHKPVMALRREDVNAWERRAPLAPKHIKGITKLGYKVLIQPSNRRAIHDKEYVRAGGILQEDITEACLILGVKRPPEEKLMSKKTYAFFSHTIKAQEANMNLLDEVLKQEIRLIDYEKMVDHRGSRIVAFGQWAGVAGMINILHGMGLRLLALGHHTPFMHLGMAHNYRNSSQAVQAVRDAGYEISLGLMPKSIGPLTFVFTGTGNVSKGAQEVFNELPCEYVEPHELREVSKTGDLRKVYGTVLSRHHHLVRKTDGVYDPVEYEKYPERYTSRFNTDIA.... Result: 0 (no interaction).